The task is: Predict the product of the given reaction.. This data is from Forward reaction prediction with 1.9M reactions from USPTO patents (1976-2016). (1) Given the reactants C([NH:8][C:9]1[C:17]2[O:16][C:15]([CH3:19])([CH3:18])[C:14](=[O:20])[C:13]=2[C:12]([CH3:21])=[C:11]([CH3:22])[C:10]=1[CH3:23])C1C=CC=CC=1, predict the reaction product. The product is: [NH2:8][C:9]1[C:17]2[O:16][C:15]([CH3:18])([CH3:19])[C:14](=[O:20])[C:13]=2[C:12]([CH3:21])=[C:11]([CH3:22])[C:10]=1[CH3:23]. (2) Given the reactants Cl.[Cl:2][C:3]1[CH:8]=[CH:7][CH:6]=[C:5]([F:9])[C:4]=1[C:10]1[S:11][C:12]2[C:13]([NH:20][C:21]3[CH:26]=[C:25]([NH2:27])[N:24]=[CH:23][N:22]=3)=[N:14][CH:15]=[C:16]([F:19])[C:17]=2[N:18]=1.C(O)(C(F)(F)F)=O, predict the reaction product. The product is: [Cl:2][C:3]1[CH:8]=[CH:7][CH:6]=[C:5]([F:9])[C:4]=1[C:10]1[S:11][C:12]2[C:13]([NH:20][C:21]3[CH:26]=[C:25]([NH2:27])[N:24]=[CH:23][N:22]=3)=[N:14][CH:15]=[C:16]([F:19])[C:17]=2[N:18]=1. (3) Given the reactants Cl[C:2]1[N:3]=[C:4]([N:20]2[CH2:25][CH2:24][O:23][CH2:22][CH2:21]2)[C:5]2[S:10][C:9]([C:11]3[CH:12]=[C:13]([CH:17]([OH:19])[CH3:18])[CH:14]=[CH:15][CH:16]=3)=[CH:8][C:6]=2[N:7]=1.[NH2:26][C:27]1[CH:32]=[CH:31][C:30](B2OC(C)(C)C(C)(C)O2)=[CH:29][N:28]=1, predict the reaction product. The product is: [NH2:26][C:27]1[N:28]=[CH:29][C:30]([C:2]2[N:3]=[C:4]([N:20]3[CH2:25][CH2:24][O:23][CH2:22][CH2:21]3)[C:5]3[S:10][C:9]([C:11]4[CH:12]=[C:13]([CH:17]([OH:19])[CH3:18])[CH:14]=[CH:15][CH:16]=4)=[CH:8][C:6]=3[N:7]=2)=[CH:31][CH:32]=1. (4) Given the reactants [O:1]1[C:5]2[CH:6]=[CH:7][C:8]([C@H:10]([NH:15][C:16](=[O:38])[NH:17][C@@H:18]([CH2:34][CH2:35][CH2:36][CH3:37])[C:19]([N:21]([CH2:28][C:29]3[S:30][CH:31]=[CH:32][CH:33]=3)[CH2:22][C:23]3[S:24][CH:25]=[CH:26][CH:27]=3)=[O:20])[CH2:11][C:12]([OH:14])=[O:13])=[CH:9][C:4]=2[O:3][CH2:2]1.[C:39](=O)([O-])[O-].[Na+].[Na+].IC, predict the reaction product. The product is: [O:1]1[C:5]2[CH:6]=[CH:7][C:8]([C@H:10]([NH:15][C:16](=[O:38])[NH:17][C@@H:18]([CH2:34][CH2:35][CH2:36][CH3:37])[C:19]([N:21]([CH2:22][C:23]3[S:24][CH:25]=[CH:26][CH:27]=3)[CH2:28][C:29]3[S:30][CH:31]=[CH:32][CH:33]=3)=[O:20])[CH2:11][C:12]([O:14][CH3:39])=[O:13])=[CH:9][C:4]=2[O:3][CH2:2]1.